This data is from Full USPTO retrosynthesis dataset with 1.9M reactions from patents (1976-2016). The task is: Predict the reactants needed to synthesize the given product. (1) Given the product [C:43]([N:19]([CH2:20][C@@H:21]1[O:25][C:24](=[O:26])[N:23]([C:27]2[CH:32]=[CH:31][C:30]([N:33]3[CH2:40][C:39]4[C:35](=[N:36][N:37]([CH3:41])[CH:38]=4)[CH2:34]3)=[C:29]([F:42])[CH:28]=2)[CH2:22]1)[C:18]([O:17][CH2:16][O:15][C:13]([C@@H:9]1[CH2:10][CH2:11][CH2:12][NH:8]1)=[O:14])=[O:46])(=[O:45])[CH3:44], predict the reactants needed to synthesize it. The reactants are: C(OC([N:8]1[CH2:12][CH2:11][CH2:10][C@H:9]1[C:13]([O:15][CH2:16][O:17][C:18](=[O:46])[N:19]([C:43](=[O:45])[CH3:44])[CH2:20][C@@H:21]1[O:25][C:24](=[O:26])[N:23]([C:27]2[CH:32]=[CH:31][C:30]([N:33]3[CH2:40][C:39]4[C:35](=[N:36][N:37]([CH3:41])[CH:38]=4)[CH2:34]3)=[C:29]([F:42])[CH:28]=2)[CH2:22]1)=[O:14])=O)(C)(C)C.C(O)(C(F)(F)F)=O. (2) Given the product [CH:2]1([O:7][NH:8][C:12]([C:14]2[C:15](=[O:37])[C:16]3[CH:21]=[N:20][C:19]([NH:53][C:50]4[CH:51]=[CH:52][C:47]([CH2:46][CH2:45][N:42]5[CH2:41][CH2:40][N:39]([CH3:38])[CH2:44][CH2:43]5)=[CH:48][CH:49]=4)=[N:18][C:17]=3[N:26]([C:28]3[CH:36]=[CH:35][C:34]([CH2:30][CH3:29])=[CH:33][CH:32]=3)[CH:27]=2)=[O:11])[CH2:6][CH2:5][CH2:4][CH2:3]1, predict the reactants needed to synthesize it. The reactants are: Cl.[CH:2]1([O:7][NH2:8])[CH2:6][CH2:5][CH2:4][CH2:3]1.C([O:11][C:12]([C:14]1[C:15](=[O:37])[C:16]2[CH:21]=[N:20][C:19](S(C)(=O)=O)=[N:18][C:17]=2[N:26]([C:28]2[CH:29]=[C:30]3[C:34](=[CH:35][CH:36]=2)[CH2:33][CH2:32]C3)[CH:27]=1)=O)C.[CH3:38][N:39]1[CH2:44][CH2:43][N:42]([CH2:45][CH2:46][C:47]2[CH:52]=[CH:51][C:50]([NH2:53])=[CH:49][CH:48]=2)[CH2:41][CH2:40]1. (3) Given the product [CH3:33][N:34]([CH3:40])[C@@H:35]1[CH2:39][CH2:38][N:37]([C:2]2[N:7]3[CH:8]=[C:9]([CH2:11][N:12]([C@H:23]([C:25]4[CH:30]=[CH:29][C:28]([O:31][CH3:32])=[CH:27][CH:26]=4)[CH3:24])[C@@H:13]4[C:22]5[N:21]=[CH:20][CH:19]=[CH:18][C:17]=5[CH2:16][CH2:15][CH2:14]4)[N:10]=[C:6]3[CH:5]=[CH:4][CH:3]=2)[CH2:36]1, predict the reactants needed to synthesize it. The reactants are: F[C:2]1[N:7]2[CH:8]=[C:9]([CH2:11][N:12]([C@H:23]([C:25]3[CH:30]=[CH:29][C:28]([O:31][CH3:32])=[CH:27][CH:26]=3)[CH3:24])[C@@H:13]3[C:22]4[N:21]=[CH:20][CH:19]=[CH:18][C:17]=4[CH2:16][CH2:15][CH2:14]3)[N:10]=[C:6]2[CH:5]=[CH:4][CH:3]=1.[CH3:33][N:34]([CH3:40])[C@@H:35]1[CH2:39][CH2:38][NH:37][CH2:36]1. (4) Given the product [C:1]([N:4]1[C:12]2[C:7](=[CH:8][CH:9]=[C:10]([N:13]([CH2:24][CH2:25][CH2:26][NH:27][CH2:28][C:29]3[CH:34]=[CH:33][CH:32]=[CH:31][CH:30]=3)[C:14](=[O:23])/[CH:15]=[CH:16]/[C:17]3[CH:22]=[CH:21][CH:20]=[CH:19][CH:18]=3)[CH:11]=2)[CH2:6][CH2:5]1)(=[O:3])[CH3:2], predict the reactants needed to synthesize it. The reactants are: [C:1]([N:4]1[C:12]2[C:7](=[CH:8][CH:9]=[C:10]([N:13]([CH2:24][CH2:25][CH2:26][NH2:27])[C:14](=[O:23])/[CH:15]=[CH:16]/[C:17]3[CH:22]=[CH:21][CH:20]=[CH:19][CH:18]=3)[CH:11]=2)[CH2:6][CH2:5]1)(=[O:3])[CH3:2].[CH:28](=O)[C:29]1[CH:34]=[CH:33][CH:32]=[CH:31][CH:30]=1.[BH4-].[Na+]. (5) Given the product [I:16][C:4]1[CH:9]=[CH:8][CH:7]=[CH:6][C:5]=1[N:10]1[CH2:15][CH2:14][NH:13][CH2:12][CH2:11]1, predict the reactants needed to synthesize it. The reactants are: C([C:4]1[CH:9]=[CH:8][CH:7]=[CH:6][C:5]=1[N:10]1[CH2:15][CH2:14][NH:13][CH2:12][CH2:11]1)(C)C.[I:16]C1C=CC=CC=1N.C(C1C=CC=CC=1N)(C)C.[K+].[Br-]. (6) Given the product [CH2:1]([N:8]1[CH2:13][CH2:12][N:11]([C:14]([C:16]2[CH:20]=[C:19]([CH3:21])[N:18]([C:22]3[CH:27]=[CH:26][CH:25]=[CH:24][CH:23]=3)[C:17]=2[C:28]2[CH:29]=[CH:30][CH:31]=[CH:32][CH:33]=2)=[O:15])[CH:10]([CH2:34][C:35]2[CH:40]=[CH:39][C:38]([O:41][CH2:43][C:44]([O:46][C:47]([CH3:50])([CH3:49])[CH3:48])=[O:45])=[CH:37][CH:36]=2)[CH2:9]1)[C:2]1[CH:3]=[CH:4][CH:5]=[CH:6][CH:7]=1, predict the reactants needed to synthesize it. The reactants are: [CH2:1]([N:8]1[CH2:13][CH2:12][N:11]([C:14]([C:16]2[CH:20]=[C:19]([CH3:21])[N:18]([C:22]3[CH:27]=[CH:26][CH:25]=[CH:24][CH:23]=3)[C:17]=2[C:28]2[CH:33]=[CH:32][CH:31]=[CH:30][CH:29]=2)=[O:15])[CH:10]([CH2:34][C:35]2[CH:40]=[CH:39][C:38]([OH:41])=[CH:37][CH:36]=2)[CH2:9]1)[C:2]1[CH:7]=[CH:6][CH:5]=[CH:4][CH:3]=1.Br[CH2:43][C:44]([O:46][C:47]([CH3:50])([CH3:49])[CH3:48])=[O:45].C(=O)([O-])[O-].[K+].[K+]. (7) Given the product [CH:15]1[C:16]2[C:21](=[CH:20][CH:19]=[CH:18][CH:17]=2)[CH:22]=[C:13]([C:11]2[NH:10][C:6]3[CH:7]=[CH:8][CH:9]=[C:4]([C:3]([OH:2])=[O:24])[C:5]=3[N:23]=2)[N:14]=1, predict the reactants needed to synthesize it. The reactants are: C[O:2][C:3](=[O:24])[C:4]1[CH:9]=[CH:8][CH:7]=[C:6]([NH:10][C:11]([C:13]2[N:14]=[CH:15][C:16]3[C:21]([CH:22]=2)=[CH:20][CH:19]=[CH:18][CH:17]=3)=O)[C:5]=1[NH2:23].C([O-])(C)=O.[NH4+].